Dataset: Full USPTO retrosynthesis dataset with 1.9M reactions from patents (1976-2016). Task: Predict the reactants needed to synthesize the given product. (1) Given the product [CH3:25][O:21][C:18](=[O:19])[N:10]([CH:8]([C:5]1[CH:4]=[CH:3][C:2]([Br:1])=[CH:7][CH:6]=1)[CH3:9])[CH2:11][CH2:12][C:13](=[O:17])[CH:14]([CH3:16])[CH3:15], predict the reactants needed to synthesize it. The reactants are: [Br:1][C:2]1[CH:7]=[CH:6][C:5]([CH:8]([NH:10][CH2:11][CH2:12][C:13](=[O:17])[CH:14]([CH3:16])[CH3:15])[CH3:9])=[CH:4][CH:3]=1.[C:18]([O-:21])([O-])=[O:19].[K+].[K+].Cl[C:25]([O-])=O. (2) Given the product [CH3:19][S:20]([C:23]1[CH:28]=[CH:27][C:26]([C:2]2[C:10]3[N:9]4[CH2:11][CH2:12][CH2:13][NH:14][C:15](=[O:16])[C:8]4=[CH:7][C:6]=3[CH:5]=[C:4]([C:17]#[N:18])[CH:3]=2)=[CH:25][CH:24]=1)(=[O:22])=[O:21], predict the reactants needed to synthesize it. The reactants are: Br[C:2]1[C:10]2[N:9]3[CH2:11][CH2:12][CH2:13][NH:14][C:15](=[O:16])[C:8]3=[CH:7][C:6]=2[CH:5]=[C:4]([C:17]#[N:18])[CH:3]=1.[CH3:19][S:20]([C:23]1[CH:28]=[CH:27][C:26](B(O)O)=[CH:25][CH:24]=1)(=[O:22])=[O:21]. (3) Given the product [CH2:1]([O:3][C:4]1[CH:5]=[C:6]([F:29])[C:7]([CH2:8][N:9]2[C:17]3[C:12](=[CH:13][CH:14]=[CH:15][CH:16]=3)[C:11]([C:18]3[N:23]=[C:22]([NH:24][C:32]4[CH:37]=[CH:36][N:35]=[CH:34][CH:33]=4)[CH:21]=[C:20]([NH2:25])[N:19]=3)=[N:10]2)=[C:26]([F:28])[CH:27]=1)[CH3:2], predict the reactants needed to synthesize it. The reactants are: [CH2:1]([O:3][C:4]1[CH:27]=[C:26]([F:28])[C:7]([CH2:8][N:9]2[C:17]3[C:12](=[CH:13][CH:14]=[CH:15][CH:16]=3)[C:11]([C:18]3[N:23]=[C:22]([NH2:24])[CH:21]=[C:20]([NH2:25])[N:19]=3)=[N:10]2)=[C:6]([F:29])[CH:5]=1)[CH3:2].Cl.Br[C:32]1[CH:37]=[CH:36][N:35]=[CH:34][CH:33]=1.CC1(C)C2C=CC=C(P(C3C=CC=CC=3)C3C=CC=CC=3)C=2OC2C1=CC=CC=2P(C1C=CC=CC=1)C1C=CC=CC=1.C(=O)([O-])[O-].[Cs+].[Cs+].Cl.